From a dataset of Reaction yield outcomes from USPTO patents with 853,638 reactions. Predict the reaction yield, written as a fraction of the theoretical maximum amount of product (1.0 means a 100% yield; for example, 0.34 means a 34% yield). (1) The reactants are [Cl:1][C:2]1[CH:7]=[CH:6][CH:5]=[CH:4][C:3]=1/[CH:8]=[CH:9]/[CH3:10].CC[C@H]1[C@H]2C[C@H]([C@H](OC3C4C(=CC=CC=4)C(O[C@H](C4C=CN=C5C=4C=C(OC)C=C5)[C@@H]4N5C[C@H](CC)[C@@H](CC5)C4)=NN=3)C3C=CN=C4C=3C=C([O:32]C)C=C4)N(CC2)C1.CS(N)(=O)=O.CC(O)(C)C.[OH2:79]. No catalyst specified. The product is [Cl:1][C:2]1[CH:7]=[CH:6][CH:5]=[CH:4][C:3]=1[C@@H:8]([OH:32])[C@H:9]([OH:79])[CH3:10]. The yield is 0.900. (2) The reactants are C(N(C(C)C)CC)(C)C.C[Si]([N:14]=[C:15]=[O:16])(C)C.[OH:17][CH:18]([CH2:34][N:35]1[C:43]2[CH2:42][CH2:41][NH:40][CH2:39][C:38]=2[C:37]([C:44]2[CH:49]=[CH:48][C:47]([I:50])=[CH:46][CH:45]=2)=[N:36]1)[CH2:19][N:20]1[CH2:25][CH2:24][N:23]([C:26]2[CH:33]=[CH:32][CH:31]=[CH:30][C:27]=2[C:28]#[N:29])[CH2:22][CH2:21]1. The catalyst is CN(C1C=CN=CC=1)C.N1C=CC=CC=1.C(Cl)Cl. The product is [C:28]([C:27]1[CH:30]=[CH:31][CH:32]=[CH:33][C:26]=1[N:23]1[CH2:22][CH2:21][N:20]([CH2:19][CH:18]([OH:17])[CH2:34][N:35]2[C:43]3[CH2:42][CH2:41][N:40]([C:15]([NH2:14])=[O:16])[CH2:39][C:38]=3[C:37]([C:44]3[CH:49]=[CH:48][C:47]([I:50])=[CH:46][CH:45]=3)=[N:36]2)[CH2:25][CH2:24]1)#[N:29]. The yield is 0.780. (3) The reactants are [N+:1]([C:4]1[CH:5]=[C:6]([C:10]2[CH2:11][CH2:12][NH:13][CH2:14][CH:15]=2)[CH:7]=[CH:8][CH:9]=1)([O-:3])=[O:2].Br[CH2:17][CH2:18][CH2:19][NH:20][C:21](=[O:27])[O:22][C:23]([CH3:26])([CH3:25])[CH3:24].C([O-])([O-])=O.[K+].[K+].C(N(C(C)C)CC)(C)C. The catalyst is [I-].C([N+](CCCC)(CCCC)CCCC)CCC.O1CCOCC1. The product is [N+:1]([C:4]1[CH:5]=[C:6]([C:10]2[CH2:15][CH2:14][N:13]([CH2:17][CH2:18][CH2:19][NH:20][C:21](=[O:27])[O:22][C:23]([CH3:26])([CH3:25])[CH3:24])[CH2:12][CH:11]=2)[CH:7]=[CH:8][CH:9]=1)([O-:3])=[O:2]. The yield is 0.857.